Dataset: Full USPTO retrosynthesis dataset with 1.9M reactions from patents (1976-2016). Task: Predict the reactants needed to synthesize the given product. (1) Given the product [C:1]([O:4][C@@H:5]1[O:27][C@@H:26]([CH2:28][O:29][C:30](=[O:37])[C:31]2[CH:32]=[CH:33][CH:34]=[CH:35][CH:36]=2)[C@H:16]([O:17][C:18](=[O:25])[C:19]2[CH:24]=[CH:23][CH:22]=[CH:21][CH:20]=2)[C@@H:6]1[OH:7])(=[O:3])[C:19]1[CH:24]=[CH:23][CH:22]=[CH:21][CH:20]=1, predict the reactants needed to synthesize it. The reactants are: [C:1]([O:4][C@H:5]1[O:27][C@@H:26]([CH2:28][O:29][C:30](=[O:37])[C:31]2[CH:36]=[CH:35][CH:34]=[CH:33][CH:32]=2)[C@H:16]([O:17][C:18](=[O:25])[C:19]2[CH:24]=[CH:23][CH:22]=[CH:21][CH:20]=2)[C@@H:6]1[O:7]C(=O)C1C=CC=CC=1)(=[O:3])C.Br.O. (2) Given the product [CH2:5]([O:4][C:2]([C:1]1[N:39]=[C:38]([S:37][CH3:36])[NH:40][C:20](=[O:22])[C:19]=1[O:18][CH2:11][C:12]1[CH:13]=[CH:14][CH:15]=[CH:16][CH:17]=1)=[O:3])[CH3:6], predict the reactants needed to synthesize it. The reactants are: [C:1](OCC)(=O)[C:2]([O:4][CH2:5][CH3:6])=[O:3].[CH2:11]([O:18][CH2:19][C:20]([O:22]CC)=O)[C:12]1[CH:17]=[CH:16][CH:15]=[CH:14][CH:13]=1.[H-].[Na+].[O-]CC.[Na+].S(O)(O)(=O)=O.[CH3:36][S:37][C:38](=[NH:40])[NH2:39]. (3) Given the product [OH:12][C:8]1([C:7]2[C:2]([O:18][CH2:17][C:16]([F:20])([F:19])[F:15])=[CH:3][C:4]([C:13]#[N:14])=[N:5][CH:6]=2)[CH2:11][O:10][CH2:9]1, predict the reactants needed to synthesize it. The reactants are: Cl[C:2]1[C:7]([C:8]2([OH:12])[CH2:11][O:10][CH2:9]2)=[CH:6][N:5]=[C:4]([C:13]#[N:14])[CH:3]=1.[F:15][C:16]([F:20])([F:19])[CH2:17][OH:18].CC(C)([O-])C.[K+]. (4) The reactants are: [NH2:1][C:2]1[CH:7]=[CH:6][CH:5]=[CH:4][C:3]=1[NH:8][C:9]1[CH:33]=[CH:32][C:12]2[C:13](=[O:31])[C:14]3[CH:21]=[CH:20][C:19]([O:22][CH2:23][C@H:24]4[CH2:28][O:27]C(C)(C)[O:25]4)=[CH:18][C:15]=3[CH2:16][CH2:17][C:11]=2[CH:10]=1.O.C1(C)C=CC(S(O)(=O)=O)=CC=1. Given the product [NH2:1][C:2]1[CH:7]=[CH:6][CH:5]=[CH:4][C:3]=1[NH:8][C:9]1[CH:33]=[CH:32][C:12]2[C:13](=[O:31])[C:14]3[CH:21]=[CH:20][C:19]([O:22][CH2:23][C@H:24]([OH:25])[CH2:28][OH:27])=[CH:18][C:15]=3[CH2:16][CH2:17][C:11]=2[CH:10]=1, predict the reactants needed to synthesize it. (5) Given the product [F:12][C:5]1[C:6]([C:7]([O:9][CH2:10][CH3:11])=[O:8])=[CH:2][NH:3][C:4]=1[C:13]1[CH:18]=[CH:17][CH:16]=[CH:15][CH:14]=1, predict the reactants needed to synthesize it. The reactants are: Cl[C:2]1[NH:3][C:4]([C:13]2[CH:18]=[CH:17][CH:16]=[CH:15][CH:14]=2)=[C:5]([F:12])[C:6]=1[C:7]([O:9][CH2:10][CH3:11])=[O:8].